Dataset: Forward reaction prediction with 1.9M reactions from USPTO patents (1976-2016). Task: Predict the product of the given reaction. (1) Given the reactants N#N.[F:3][C:4]([C:7]1[N:8]=[C:9]([CH2:12][N:13]2[N:17]=[C:16]([N+:18]([O-])=O)[CH:15]=[N:14]2)[S:10][CH:11]=1)([F:6])[CH3:5].[NH4+].[Cl-], predict the reaction product. The product is: [F:3][C:4]([C:7]1[N:8]=[C:9]([CH2:12][N:13]2[N:17]=[C:16]([NH2:18])[CH:15]=[N:14]2)[S:10][CH:11]=1)([F:6])[CH3:5]. (2) Given the reactants Cl[Sn]Cl.[Cl:4][C:5]1[C:6]([C:14]#[N:15])=[N:7][CH:8]=[C:9]([N+:11]([O-])=O)[CH:10]=1.C([O-])(O)=O.[Na+], predict the reaction product. The product is: [NH2:11][C:9]1[CH:10]=[C:5]([Cl:4])[C:6]([C:14]#[N:15])=[N:7][CH:8]=1. (3) Given the reactants [Cl:1][C:2]1[CH:17]=[C:16]([C:18]2[C:19]3[C:20]4[CH:34]=[CH:33][S:32][C:21]=4[C:22](=[O:31])[NH:23][C:24]=3[C:25]([CH3:30])=[CH:26][C:27]=2[O:28]C)[CH:15]=[CH:14][C:3]=1[CH2:4][CH2:5][NH:6]C(=O)OC(C)(C)C.BrB(Br)Br, predict the reaction product. The product is: [ClH:1].[NH2:6][CH2:5][CH2:4][C:3]1[CH:14]=[CH:15][C:16]([C:18]2[C:19]3[C:20]4[CH:34]=[CH:33][S:32][C:21]=4[C:22](=[O:31])[NH:23][C:24]=3[C:25]([CH3:30])=[CH:26][C:27]=2[OH:28])=[CH:17][C:2]=1[Cl:1]. (4) Given the reactants Br[C:2]1[CH:3]=[C:4]2[C:9]3=[C:10]([C@H:12]4[CH2:18][N:17]([C:19]([O:21][C:22]([CH3:25])([CH3:24])[CH3:23])=[O:20])[CH2:16][CH2:15][CH2:14][C@H:13]4[N:8]3[CH2:7][CH2:6][CH2:5]2)[CH:11]=1.[CH3:26][O:27][C:28]1[CH:33]=[CH:32][C:31](B(O)O)=[C:30]([C:37]([F:40])([F:39])[F:38])[CH:29]=1, predict the reaction product. The product is: [CH3:26][O:27][C:28]1[CH:33]=[CH:32][C:31]([C:2]2[CH:3]=[C:4]3[C:9]4=[C:10]([C@H:12]5[CH2:18][N:17]([C:19]([O:21][C:22]([CH3:24])([CH3:23])[CH3:25])=[O:20])[CH2:16][CH2:15][CH2:14][C@H:13]5[N:8]4[CH2:7][CH2:6][CH2:5]3)[CH:11]=2)=[C:30]([C:37]([F:38])([F:39])[F:40])[CH:29]=1. (5) Given the reactants [Cl:1][C:2]1[C:3]([F:23])=[C:4]([CH:20]=[CH:21][CH:22]=1)[NH:5][C:6]1[C:15]2[C:10](=[CH:11][C:12]([O:18][CH3:19])=[C:13]([CH:16]=O)[CH:14]=2)[N:9]=[CH:8][N:7]=1.[C:24]([O:28][C:29]([NH:31][CH2:32][C@@H:33]([C:35]([OH:37])=[O:36])[NH2:34])=[O:30])([CH3:27])([CH3:26])[CH3:25], predict the reaction product. The product is: [C:24]([O:28][C:29]([NH:31][CH2:32][C@@H:33]([C:35]([OH:37])=[O:36])[NH:34][CH2:16][C:13]1[CH:14]=[C:15]2[C:10](=[CH:11][C:12]=1[O:18][CH3:19])[N:9]=[CH:8][N:7]=[C:6]2[NH:5][C:4]1[CH:20]=[CH:21][CH:22]=[C:2]([Cl:1])[C:3]=1[F:23])=[O:30])([CH3:27])([CH3:25])[CH3:26]. (6) The product is: [NH2:1][C:2]1[C:11]2[CH:10]=[CH:9][C:8]([F:12])=[C:7]([C:23]3[CH:24]=[CH:25][CH:26]=[C:27]([O:28][CH3:29])[C:22]=3[F:21])[C:6]=2[N:5]=[C:4]2[CH2:14][N:15]([CH:18]3[CH2:20][CH2:19]3)[C:16](=[O:17])[C:3]=12. Given the reactants [NH2:1][C:2]1[C:11]2[CH:10]=[CH:9][C:8]([F:12])=[C:7](Br)[C:6]=2[N:5]=[C:4]2[CH2:14][N:15]([CH:18]3[CH2:20][CH2:19]3)[C:16](=[O:17])[C:3]=12.[F:21][C:22]1[C:27]([O:28][CH3:29])=[CH:26][CH:25]=[CH:24][C:23]=1B(O)O, predict the reaction product. (7) Given the reactants [NH2:1][C:2]1[N:7]=[C:6]([OH:8])[C:5]([N+:9]([O-:11])=[O:10])=[C:4]([C:12]2[O:13][C:14]([CH3:17])=[CH:15][CH:16]=2)[N:3]=1.C(N(CC)CC)C.[C:25]1([CH3:35])[CH:30]=[CH:29][C:28]([S:31](Cl)(=[O:33])=[O:32])=[CH:27][CH:26]=1.CCCC(C)C, predict the reaction product. The product is: [CH3:17][C:14]1[O:13][C:12]([C:4]2[C:5]([N+:9]([O-:11])=[O:10])=[C:6]([O:8][S:31]([C:28]3[CH:29]=[CH:30][C:25]([CH3:35])=[CH:26][CH:27]=3)(=[O:33])=[O:32])[N:7]=[C:2]([NH2:1])[N:3]=2)=[CH:16][CH:15]=1. (8) Given the reactants C(O[C:4]([C:6]1[CH:7]=[N:8][C:9]2[C:14]([C:15]=1[NH2:16])=[CH:13][CH:12]=[CH:11][CH:10]=2)=[O:5])C.[H-].[Na+].[N-:19]=[C:20]=[O:21].[N-]=C=S, predict the reaction product. The product is: [NH:16]1[C:15]2[C:14]3[CH:13]=[CH:12][CH:11]=[CH:10][C:9]=3[N:8]=[CH:7][C:6]=2[C:4](=[O:5])[NH:19][C:20]1=[O:21]. (9) Given the reactants F[C:2]1[CH:7]=[CH:6][CH:5]=[C:4]([O:8][CH3:9])[C:3]=1[N+:10]([O-:12])=[O:11].[NH2:13][CH2:14][C@@H:15]1[CH2:19][CH2:18][N:17]([C:20]([O:22][C:23]([CH3:26])([CH3:25])[CH3:24])=[O:21])[CH2:16]1.CCN(C(C)C)C(C)C, predict the reaction product. The product is: [CH3:9][O:8][C:4]1[C:3]([N+:10]([O-:12])=[O:11])=[C:2]([NH:13][CH2:14][C@@H:15]2[CH2:19][CH2:18][N:17]([C:20]([O:22][C:23]([CH3:26])([CH3:25])[CH3:24])=[O:21])[CH2:16]2)[CH:7]=[CH:6][CH:5]=1. (10) Given the reactants [Li+].[CH3:2]C([N-]C(C)C)C.[Cl:9][C:10]([Cl:21])([Cl:20])[CH:11]1[N:15]2[CH2:16][CH2:17][CH2:18][C@@H:14]2[C:13](=[O:19])[O:12]1.IC, predict the reaction product. The product is: [CH3:2][C@:14]12[CH2:18][CH2:17][CH2:16][N:15]1[CH:11]([C:10]([Cl:9])([Cl:20])[Cl:21])[O:12][C:13]2=[O:19].